This data is from Forward reaction prediction with 1.9M reactions from USPTO patents (1976-2016). The task is: Predict the product of the given reaction. (1) The product is: [CH3:1][N:2]1[C:8]([CH3:10])([CH3:9])[C:6](=[O:7])[N:5]([CH2:24][C:21]([O:20][CH2:19][O:18][CH3:17])=[CH2:22])[C:3]1=[O:4]. Given the reactants [CH3:1][N:2]1[C:8]([CH3:10])([CH3:9])[C:6](=[O:7])[NH:5][C:3]1=[O:4].C(=O)([O-])[O-].[K+].[K+].[CH3:17][O:18][CH2:19][O:20][C:21](=[CH2:24])[CH2:22]Cl, predict the reaction product. (2) Given the reactants Cl[C:2]([CH2:4][O:5][C:6](=[O:8])[CH3:7])=[O:3].[Br:9][C:10]1[CH:15]=[CH:14][C:13]([NH2:16])=[CH:12][C:11]=1[CH3:17].N1C=CC=CC=1, predict the reaction product. The product is: [Br:9][C:10]1[CH:15]=[CH:14][C:13]([NH:16][C:2]([CH2:4][O:5][C:6](=[O:8])[CH3:7])=[O:3])=[CH:12][C:11]=1[CH3:17]. (3) Given the reactants [C:1]([O:5][C:6](=[O:20])[NH:7][C:8]1[CH:13]=[C:12]([CH3:14])[C:11]([C:15]([F:18])([F:17])[F:16])=[CH:10][C:9]=1[NH2:19])([CH3:4])([CH3:3])[CH3:2].C([O:25][C:26](=O)[CH2:27][C:28]([C:30]1[CH:35]=[CH:34][CH:33]=[C:32]([C:36]2[CH:37]=[N:38][C:39]([CH2:42][CH3:43])=[CH:40][CH:41]=2)[CH:31]=1)=[O:29])(C)(C)C, predict the reaction product. The product is: [C:1]([O:5][C:6](=[O:20])[NH:7][C:8]1[CH:13]=[C:12]([CH3:14])[C:11]([C:15]([F:18])([F:17])[F:16])=[CH:10][C:9]=1[NH:19][C:26](=[O:25])[CH2:27][C:28]([C:30]1[CH:35]=[CH:34][CH:33]=[C:32]([C:36]2[CH:37]=[N:38][C:39]([CH2:42][CH3:43])=[CH:40][CH:41]=2)[CH:31]=1)=[O:29])([CH3:4])([CH3:2])[CH3:3]. (4) Given the reactants Cl.C([O:5][CH2:6][CH2:7][O:8][CH2:9][CH2:10][NH:11][C:12]1[C:21]2[C:16](=[CH:17][CH:18]=[CH:19][N:20]=2)[N:15]=[CH:14][C:13]=1[NH:22][C:23](=O)[CH2:24][CH2:25][CH3:26])(=O)C.[OH-].[Na+], predict the reaction product. The product is: [CH2:24]([C:23]1[N:11]([CH2:10][CH2:9][O:8][CH2:7][CH2:6][OH:5])[C:12]2[C:21]3[N:20]=[CH:19][CH:18]=[CH:17][C:16]=3[N:15]=[CH:14][C:13]=2[N:22]=1)[CH2:25][CH3:26].